From a dataset of Reaction yield outcomes from USPTO patents with 853,638 reactions. Predict the reaction yield, written as a fraction of the theoretical maximum amount of product (1.0 means a 100% yield; for example, 0.34 means a 34% yield). (1) The reactants are [Cl:1][C:2]1[C:3](=[O:13])[N:4]([CH3:12])[N:5]=[CH:6][C:7]=1[NH:8][CH2:9][CH2:10]Cl.[F:14][C:15]1[CH:29]=[CH:28][C:18]2[C:19]([CH:22]3[CH2:27][CH2:26][NH:25][CH2:24][CH2:23]3)=[N:20][O:21][C:17]=2[CH:16]=1.C(=O)([O-])[O-].[K+].[K+].[I-].[K+]. The catalyst is C(#N)C. The product is [F:14][C:15]1[CH:29]=[CH:28][C:18]2[C:19]([CH:22]3[CH2:23][CH2:24][N:25]([CH2:10][CH2:9][NH:8][C:7]4[CH:6]=[N:5][N:4]([CH3:12])[C:3](=[O:13])[C:2]=4[Cl:1])[CH2:26][CH2:27]3)=[N:20][O:21][C:17]=2[CH:16]=1. The yield is 0.805. (2) The reactants are [Br:1][CH2:2][CH2:3][CH2:4][CH2:5][CH3:6].C1(C)C=CC=CC=1.[CH2:14]([P:16]([CH2:19][CH3:20])[CH2:17][CH3:18])[CH3:15]. The catalyst is CCCCCC. The product is [Br-:1].[CH2:14]([P+:16]([CH2:19][CH3:20])([CH2:17][CH3:18])[CH2:2][CH2:3][CH2:4][CH2:5][CH3:6])[CH3:15]. The yield is 0.840. (3) The reactants are [Br:1][C:2]1[CH:7]=[CH:6][C:5]([CH:8]2[C:12]3[C:13]([CH3:19])=[CH:14][C:15]([CH3:18])=[C:16]([CH3:17])[C:11]=3[O:10][C:9]2=[O:20])=[CH:4][CH:3]=1. The catalyst is C(OCC)(=O)C.CCCCCC. The product is [OH:20][CH2:9][CH:8]([C:12]1[C:13]([CH3:19])=[CH:14][C:15]([CH3:18])=[C:16]([CH3:17])[C:11]=1[OH:10])[C:5]1[CH:6]=[CH:7][C:2]([Br:1])=[CH:3][CH:4]=1. The yield is 0.930. (4) The reactants are [F:1][C:2]1[C:3](=[O:40])[N:4]([CH2:25]/[CH:26]=[C:27](\[CH3:39])/[CH2:28][CH2:29]/[CH:30]=[C:31](\[CH3:38])/[CH2:32][CH2:33][CH:34]=[C:35]([CH3:37])[CH3:36])[C:5](=[O:24])[N:6]([C@H:8]2[C@H:15]3[C@H:11]([O:12][C:13]([CH2:19][CH2:20][CH3:21])([CH2:16][CH2:17][CH3:18])[O:14]3)[C@@H:10]([CH2:22][OH:23])[O:9]2)[CH:7]=1.C(N(C(C)C)C(C)C)C.Cl[P:51]([O:59][CH2:60][CH2:61][C:62]#[N:63])[N:52]([CH:56]([CH3:58])[CH3:57])[CH:53]([CH3:55])[CH3:54]. The catalyst is C(Cl)Cl.CO. The product is [CH:56]([N:52]([CH:53]([CH3:55])[CH3:54])[P:51]([O:23][CH2:22][C@@H:10]1[C@@H:11]2[C@@H:15]([O:14][C:13]([CH2:19][CH2:20][CH3:21])([CH2:16][CH2:17][CH3:18])[O:12]2)[C@H:8]([N:6]2[CH:7]=[C:2]([F:1])[C:3](=[O:40])[N:4]([CH2:25]/[CH:26]=[C:27](\[CH3:39])/[CH2:28][CH2:29]/[CH:30]=[C:31](\[CH3:38])/[CH2:32][CH2:33][CH:34]=[C:35]([CH3:37])[CH3:36])[C:5]2=[O:24])[O:9]1)[O:59][CH2:60][CH2:61][C:62]#[N:63])([CH3:58])[CH3:57]. The yield is 0.600.